Dataset: Reaction yield outcomes from USPTO patents with 853,638 reactions. Task: Predict the reaction yield, written as a fraction of the theoretical maximum amount of product (1.0 means a 100% yield; for example, 0.34 means a 34% yield). The reactants are [I:1][C:2]1[CH:3]=[C:4]2[C:9](=[CH:10][CH:11]=1)[C:8](=[O:12])[NH:7][C:6](=[O:13])/[C:5]/2=[CH:14]\[NH:15][C:16]1[CH:21]=[CH:20][C:19]([N:22]2[CH2:27][CH2:26][NH:25][CH2:24][CH2:23]2)=[CH:18][CH:17]=1.C(O[BH-](OC(=O)C)OC(=O)C)(=O)C.[Na+].[CH3:42][O:43][CH2:44][C:45](=O)[CH3:46].C(O)(=O)C.C(=O)(O)[O-].[Na+]. The catalyst is CN1CCCC1=O.C(Cl)Cl. The product is [I:1][C:2]1[CH:3]=[C:4]2[C:9](=[CH:10][CH:11]=1)[C:8](=[O:12])[NH:7][C:6](=[O:13])/[C:5]/2=[CH:14]\[NH:15][C:16]1[CH:17]=[CH:18][C:19]([N:22]2[CH2:23][CH2:24][N:25]([CH:45]([CH3:46])[CH2:44][O:43][CH3:42])[CH2:26][CH2:27]2)=[CH:20][CH:21]=1. The yield is 0.710.